Dataset: Catalyst prediction with 721,799 reactions and 888 catalyst types from USPTO. Task: Predict which catalyst facilitates the given reaction. (1) Reactant: [CH3:1][CH2:2][N:3]([CH2:6][C:7]#[C:8][CH2:9][O:10][C:11]([C:13]([OH:26])([CH:20]1[CH2:25][CH2:24][CH2:23][CH2:22][CH2:21]1)[C:14]1[CH:15]=[CH:16][CH:17]=[CH:18][CH:19]=1)=[O:12])[CH2:4][CH3:5].Cl.O.CCCCCCC.[OH-].[Na+]. Product: [CH3:1][CH2:2][N:3]([CH2:6][C:7]#[C:8][CH2:9][O:10][C:11]([C:13]([OH:26])([CH:20]1[CH2:21][CH2:22][CH2:23][CH2:24][CH2:25]1)[C:14]1[CH:15]=[CH:16][CH:17]=[CH:18][CH:19]=1)=[O:12])[CH2:4][CH3:5]. The catalyst class is: 605. (2) Product: [CH2:1]([N:8]([C:9]1[CH:14]=[CH:13][CH:12]=[CH:11][C:10]=1[N+:15]([O-:17])=[O:16])[C:19](=[O:25])[CH2:20][C:21]([O:23][CH3:24])=[O:22])[C:2]1[CH:3]=[CH:4][CH:5]=[CH:6][CH:7]=1. The catalyst class is: 2. Reactant: [CH2:1]([NH:8][C:9]1[CH:14]=[CH:13][CH:12]=[CH:11][C:10]=1[N+:15]([O-:17])=[O:16])[C:2]1[CH:7]=[CH:6][CH:5]=[CH:4][CH:3]=1.Cl[C:19](=[O:25])[CH2:20][C:21]([O:23][CH3:24])=[O:22].CCN(CC)CC.